Task: Predict the reaction yield, written as a fraction of the theoretical maximum amount of product (1.0 means a 100% yield; for example, 0.34 means a 34% yield).. Dataset: Reaction yield outcomes from USPTO patents with 853,638 reactions The reactants are Br[C:2]1[CH:3]=[C:4]([CH:29]=[CH:30][CH:31]=1)[C:5]([NH:7][C:8]1[CH:9]=[N:10][C:11]([N:14]2[C:18]([C:19]([F:22])([F:21])[F:20])=[CH:17][C:16]([C:23]3[CH:24]=[N:25][CH:26]=[CH:27][CH:28]=3)=[N:15]2)=[CH:12][CH:13]=1)=[O:6].[N:32]1[CH2:33][N:34](B(O)O)[CH:35]=[CH:36][CH:37]=1.C(=O)([O-])[O-].[Cs+].[Cs+]. The catalyst is CN(C)C=O.O.C1C=CC([P]([Pd]([P](C2C=CC=CC=2)(C2C=CC=CC=2)C2C=CC=CC=2)([P](C2C=CC=CC=2)(C2C=CC=CC=2)C2C=CC=CC=2)[P](C2C=CC=CC=2)(C2C=CC=CC=2)C2C=CC=CC=2)(C2C=CC=CC=2)C2C=CC=CC=2)=CC=1. The product is [N:25]1[CH:26]=[CH:27][CH:28]=[C:23]([C:16]2[CH:17]=[C:18]([C:19]([F:22])([F:21])[F:20])[N:14]([C:11]3[N:10]=[CH:9][C:8]([NH:7][C:5](=[O:6])[C:4]4[CH:29]=[CH:30][CH:31]=[C:2]([C:36]5[CH:37]=[N:32][CH:33]=[N:34][CH:35]=5)[CH:3]=4)=[CH:13][CH:12]=3)[N:15]=2)[CH:24]=1. The yield is 0.400.